This data is from Full USPTO retrosynthesis dataset with 1.9M reactions from patents (1976-2016). The task is: Predict the reactants needed to synthesize the given product. (1) Given the product [Cl:35][C:36]1[N:37]=[C:38]([CH3:44])[N:39]=[C:40]([N:2]2[C:12]([CH2:13][C:14]3[CH:19]=[CH:18][C:17]([O:20][CH3:21])=[C:16]([O:22][CH3:23])[CH:15]=3)=[N:11][C:10]([NH:25][CH2:26][C:27]3[CH:32]=[CH:31][C:30]([O:33][CH3:34])=[CH:29][CH:28]=3)=[N:1]2)[CH:41]=1, predict the reactants needed to synthesize it. The reactants are: [N:1]1(/[C:10](/[NH:25][CH2:26][C:27]2[CH:32]=[CH:31][C:30]([O:33][CH3:34])=[CH:29][CH:28]=2)=[N:11]/[C:12](=O)[CH2:13][C:14]2[CH:19]=[CH:18][C:17]([O:20][CH3:21])=[C:16]([O:22][CH3:23])[CH:15]=2)C2C=CC=CC=2N=[N:2]1.[Cl:35][C:36]1[CH:41]=[C:40](NN)[N:39]=[C:38]([CH3:44])[N:37]=1.C(N(CC)CC)C. (2) The reactants are: [NH:1]1[CH2:6][CH2:5][C:4]2([O:11][C:10]3[C:12]4[C:17]([C:18](=[O:21])[C:19](=[O:20])[C:9]=3[S:8][CH2:7]2)=[CH:16][CH:15]=[CH:14][CH:13]=4)[CH2:3][CH2:2]1.[I:22][C:23]1[CH:31]=[CH:30][CH:29]=[CH:28][C:24]=1[C:25](Cl)=[O:26]. Given the product [I:22][C:23]1[CH:31]=[CH:30][CH:29]=[CH:28][C:24]=1[C:25]([N:1]1[CH2:2][CH2:3][C:4]2([O:11][C:10]3[C:12]4[C:17]([C:18](=[O:21])[C:19](=[O:20])[C:9]=3[S:8][CH2:7]2)=[CH:16][CH:15]=[CH:14][CH:13]=4)[CH2:5][CH2:6]1)=[O:26], predict the reactants needed to synthesize it. (3) Given the product [Cl:1][C:2]1[N:3]=[C:4]([Cl:23])[C:5]2[CH:10]([CH3:11])[CH2:9][NH:8][C:6]=2[N:7]=1, predict the reactants needed to synthesize it. The reactants are: [Cl:1][C:2]1[N:3]=[C:4]([Cl:23])[C:5]2[CH:10]([CH3:11])[CH2:9][N:8](CC3C=CC(OC)=CC=3OC)[C:6]=2[N:7]=1.